This data is from Full USPTO retrosynthesis dataset with 1.9M reactions from patents (1976-2016). The task is: Predict the reactants needed to synthesize the given product. (1) Given the product [CH3:1][N:2]1[C:10]2[C:9]([O:11][C:12]3[C:21]4[C:16](=[CH:17][CH:18]=[CH:19][CH:20]=4)[C:15]([NH:22][C:39]([NH:38][C:34]4[CH:35]=[CH:36][CH:37]=[C:32]([C:31]([F:30])([F:41])[F:42])[CH:33]=4)=[O:40])=[CH:14][CH:13]=3)=[N:8][CH:7]=[N:6][C:5]=2[CH:4]=[CH:3]1, predict the reactants needed to synthesize it. The reactants are: [CH3:1][N:2]1[C:10]2[C:9]([O:11][C:12]3[C:21]4[C:16](=[CH:17][CH:18]=[CH:19][CH:20]=4)[C:15]([NH2:22])=[CH:14][CH:13]=3)=[N:8][CH:7]=[N:6][C:5]=2[CH:4]=[CH:3]1.C(N(CC)CC)C.[F:30][C:31]([F:42])([F:41])[C:32]1[CH:33]=[C:34]([N:38]=[C:39]=[O:40])[CH:35]=[CH:36][CH:37]=1. (2) Given the product [Cl:23][C:13]1[C:14]2[C:19](=[CH:18][CH:17]=[CH:16][CH:15]=2)[C:10]([CH2:9][CH2:8][C:5]2[CH:6]=[N:7][C:2]([CH3:1])=[CH:3][CH:4]=2)=[N:11][N:12]=1, predict the reactants needed to synthesize it. The reactants are: [CH3:1][C:2]1[N:7]=[CH:6][C:5]([CH2:8][CH2:9][C:10]2[C:19]3[C:14](=[CH:15][CH:16]=[CH:17][CH:18]=3)[C:13](=O)[NH:12][N:11]=2)=[CH:4][CH:3]=1.P(Cl)(Cl)([Cl:23])=O.Cl.N. (3) Given the product [C:1]([C:3]1[CH:10]=[CH:9][C:6]([CH:7]2[C:28]([C:29]([O:31][CH2:32][CH3:33])=[O:30])=[C:27]([CH3:34])[N:20]([C:16]3[CH:17]=[CH:18][CH:19]=[C:14]([C:13]([F:12])([F:24])[F:25])[CH:15]=3)[C:21](=[S:22])[NH:23]2)=[C:5]([CH3:11])[CH:4]=1)#[N:2], predict the reactants needed to synthesize it. The reactants are: [C:1]([C:3]1[CH:10]=[CH:9][C:6]([CH:7]=O)=[C:5]([CH3:11])[CH:4]=1)#[N:2].[F:12][C:13]([F:25])([F:24])[C:14]1[CH:15]=[C:16]([NH:20][C:21]([NH2:23])=[S:22])[CH:17]=[CH:18][CH:19]=1.O=[C:27]([CH3:34])[CH2:28][C:29]([O:31][CH2:32][CH3:33])=[O:30].C[Si](OP(=O)=O)(C)C. (4) Given the product [CH2:1]([O:8][C:9]1[C:17]2[C:12](=[CH:13][CH:14]=[CH:15][CH:16]=2)[N:11]([CH2:18][C:19]2[O:23][C:22]([C:24]([N:27]3[CH2:31][CH2:30][CH2:29][CH:28]3[CH2:32][OH:33])=[O:26])=[CH:21][CH:20]=2)[N:10]=1)[C:2]1[CH:3]=[CH:4][CH:5]=[CH:6][CH:7]=1, predict the reactants needed to synthesize it. The reactants are: [CH2:1]([O:8][C:9]1[C:17]2[C:12](=[CH:13][CH:14]=[CH:15][CH:16]=2)[N:11]([CH2:18][C:19]2[O:23][C:22]([C:24]([OH:26])=O)=[CH:21][CH:20]=2)[N:10]=1)[C:2]1[CH:7]=[CH:6][CH:5]=[CH:4][CH:3]=1.[NH:27]1[CH2:31][CH2:30][CH2:29][CH:28]1[CH2:32][OH:33].